This data is from Forward reaction prediction with 1.9M reactions from USPTO patents (1976-2016). The task is: Predict the product of the given reaction. (1) Given the reactants [OH:1][CH:2]([CH2:19][OH:20])[CH2:3][CH2:4][CH2:5][CH2:6][CH2:7][CH2:8][CH2:9][CH2:10][CH2:11][CH2:12][CH2:13][CH2:14][CH2:15][C:16](O)=O.C=CCCCCCCCCCCCCCCCC, predict the reaction product. The product is: [CH2:19]([OH:20])[CH:2]([OH:1])[CH2:3][CH2:4][CH2:5][CH2:6][CH2:7][CH2:8][CH2:9][CH2:10][CH2:11][CH2:12][CH2:13][CH2:14][CH2:15][CH3:16]. (2) The product is: [Cl:32][C:29]1[CH:28]=[CH:27][C:26]([N:25]([CH3:33])[C:23]([CH2:22][CH2:21][NH:20][C:18]([N:15]2[CH2:14][CH2:13][CH:12]([NH:11][C:10]3[CH:9]=[CH:8][C:7]([CH2:6][CH2:5][NH:4][CH2:64][C@H:62]([OH:63])[CH2:61][O:60][C:57]4[CH:58]=[CH:59][C:54]([OH:53])=[CH:55][CH:56]=4)=[CH:35][CH:34]=3)[CH2:17][CH2:16]2)=[O:19])=[O:24])=[CH:31][CH:30]=1. Given the reactants C(O)=O.[NH2:4][CH2:5][CH2:6][C:7]1[CH:35]=[CH:34][C:10]([NH:11][CH:12]2[CH2:17][CH2:16][N:15]([C:18]([NH:20][CH2:21][CH2:22][C:23]([N:25]([CH3:33])[C:26]3[CH:31]=[CH:30][C:29]([Cl:32])=[CH:28][CH:27]=3)=[O:24])=[O:19])[CH2:14][CH2:13]2)=[CH:9][CH:8]=1.C([Si]([O:53][C:54]1[CH:59]=[CH:58][C:57]([O:60][CH2:61][CH:62]2[CH2:64][O:63]2)=[CH:56][CH:55]=1)(C1C=CC=CC=1)C1C=CC=CC=1)(C)(C)C, predict the reaction product. (3) Given the reactants [NH2:1][C:2]1[N:7]=[C:6]([N:8]2[CH:17]([CH3:18])[CH2:16][C:15]3[C:10](=[CH:11][C:12]([C:19]4[S:20][C:21]([C:24](O)=[O:25])=[CH:22][N:23]=4)=[CH:13][CH:14]=3)[CH2:9]2)[CH:5]=[C:4]([N:27]2[CH2:32][CH2:31][N:30]([CH3:33])[CH2:29][CH2:28]2)[N:3]=1.[CH3:34][NH:35][CH3:36], predict the reaction product. The product is: [NH2:1][C:2]1[N:7]=[C:6]([N:8]2[CH:17]([CH3:18])[CH2:16][C:15]3[C:10](=[CH:11][C:12]([C:19]4[S:20][C:21]([C:24]([N:35]([CH3:36])[CH3:34])=[O:25])=[CH:22][N:23]=4)=[CH:13][CH:14]=3)[CH2:9]2)[CH:5]=[C:4]([N:27]2[CH2:28][CH2:29][N:30]([CH3:33])[CH2:31][CH2:32]2)[N:3]=1. (4) Given the reactants [NH:1]1[C:5]2[CH:6]=[CH:7][CH:8]=[CH:9][C:4]=2[N:3]=[C:2]1[NH2:10].[OH-].[K+].Br[CH2:14][CH2:15][CH2:16][O:17][Si:18]([C:21]([CH3:24])([CH3:23])[CH3:22])([CH3:20])[CH3:19].C(Cl)Cl, predict the reaction product. The product is: [Si:18]([O:17][CH2:16][CH2:15][CH2:14][N:1]1[C:5]2[CH:6]=[CH:7][CH:8]=[CH:9][C:4]=2[N:3]=[C:2]1[NH2:10])([C:21]([CH3:22])([CH3:23])[CH3:24])([CH3:20])[CH3:19]. (5) Given the reactants Cl[C:2]1[N:10]=[C:9]2[C:5]([N:6]=[C:7]([CH2:12][CH2:13][N:14]3[CH2:17][CH:16]([C:18]([OH:21])([CH3:20])[CH3:19])[CH2:15]3)[N:8]2[CH3:11])=[C:4]([N:22]2[CH2:27][CH2:26][O:25][CH2:24][CH2:23]2)[N:3]=1.[CH2:28]([C:30]1[NH:31][C:32]2[CH:38]=[CH:37][CH:36]=[CH:35][C:33]=2[N:34]=1)[CH3:29].CC(C1C=C(C(C)C)C(C2C=CC=CC=2P(C2CCCCC2)C2CCCCC2)=C(C(C)C)C=1)C.C([O-])([O-])=O.[Cs+].[Cs+], predict the reaction product. The product is: [CH2:28]([C:30]1[N:31]([C:2]2[N:10]=[C:9]3[C:5]([N:6]=[C:7]([CH2:12][CH2:13][N:14]4[CH2:15][CH:16]([C:18]([OH:21])([CH3:20])[CH3:19])[CH2:17]4)[N:8]3[CH3:11])=[C:4]([N:22]3[CH2:23][CH2:24][O:25][CH2:26][CH2:27]3)[N:3]=2)[C:32]2[CH:38]=[CH:37][CH:36]=[CH:35][C:33]=2[N:34]=1)[CH3:29]. (6) Given the reactants Br[C:2]1[CH:8]=[CH:7][CH:6]=[CH:5][C:3]=1[NH2:4].[CH3:9][C:10]1([CH3:19])[CH2:15][CH2:14][C:13](B(O)O)=[CH:12][CH2:11]1, predict the reaction product. The product is: [CH3:9][C:10]1([CH3:19])[CH2:15][CH2:14][C:13]([C:2]2[CH:8]=[CH:7][CH:6]=[CH:5][C:3]=2[NH2:4])=[CH:12][CH2:11]1.